This data is from Forward reaction prediction with 1.9M reactions from USPTO patents (1976-2016). The task is: Predict the product of the given reaction. Given the reactants [CH:1]1([S:4]([N:7]2[CH2:11][C@@H:10]([C:12]([N:14]3[CH2:19][CH2:18][N:17]([C:20]4[CH:25]=[C:24]([CH3:26])[CH:23]=[CH:22][C:21]=4[CH3:27])[CH2:16][CH2:15]3)=[O:13])[NH:9][C:8]2=[O:28])(=[O:6])=[O:5])[CH2:3][CH2:2]1.[CH2:29](Br)[C:30]1[CH:35]=[CH:34][CH:33]=[CH:32][CH:31]=1, predict the reaction product. The product is: [CH2:29]([N:9]1[C@H:10]([C:12]([N:14]2[CH2:19][CH2:18][N:17]([C:20]3[CH:25]=[C:24]([CH3:26])[CH:23]=[CH:22][C:21]=3[CH3:27])[CH2:16][CH2:15]2)=[O:13])[CH2:11][N:7]([S:4]([CH:1]2[CH2:3][CH2:2]2)(=[O:5])=[O:6])[C:8]1=[O:28])[C:30]1[CH:35]=[CH:34][CH:33]=[CH:32][CH:31]=1.